Dataset: Reaction yield outcomes from USPTO patents with 853,638 reactions. Task: Predict the reaction yield, written as a fraction of the theoretical maximum amount of product (1.0 means a 100% yield; for example, 0.34 means a 34% yield). (1) The catalyst is O1CCOCC1.C1C=CC([PH+]([C]2[CH][CH][CH][CH]2)C2C=CC=CC=2)=CC=1.C1C=CC([PH+]([C]2[CH][CH][CH][CH]2)C2C=CC=CC=2)=CC=1.C(Cl)Cl.Cl[Pd]Cl.[Fe]. The yield is 0.650. The reactants are Br[C:2]1[CH:3]=[C:4]([F:16])[CH:5]=[C:6]([C:8]2[C:9]([C:14]#[N:15])=[CH:10][CH:11]=[CH:12][CH:13]=2)[CH:7]=1.C([O-])(=O)C.[K+].[B:22]1([B:22]2[O:26][C:25]([CH3:28])([CH3:27])[C:24]([CH3:30])([CH3:29])[O:23]2)[O:26][C:25]([CH3:28])([CH3:27])[C:24]([CH3:30])([CH3:29])[O:23]1. The product is [F:16][C:4]1[CH:5]=[C:6]([C:8]2[C:9]([C:14]#[N:15])=[CH:10][CH:11]=[CH:12][CH:13]=2)[CH:7]=[C:2]([B:22]2[O:26][C:25]([CH3:28])([CH3:27])[C:24]([CH3:30])([CH3:29])[O:23]2)[CH:3]=1. (2) The reactants are [CH2:1]([C@@H:3]1[CH2:11][C:6]2(OCC[O:7]2)[CH2:5][C@@H:4]1[C:12]1[N:16]2[C:17]3[CH:23]=[CH:22][N:21]([S:24]([C:27]4[CH:33]=[CH:32][C:30]([CH3:31])=[CH:29][CH:28]=4)(=[O:26])=[O:25])[C:18]=3[N:19]=[CH:20][C:15]2=[N:14][N:13]=1)[CH3:2].Cl. The catalyst is C1COCC1. The product is [CH2:1]([CH:3]1[CH:4]([C:12]2[N:16]3[C:17]4[CH:23]=[CH:22][N:21]([S:24]([C:27]5[CH:28]=[CH:29][C:30]([CH3:31])=[CH:32][CH:33]=5)(=[O:26])=[O:25])[C:18]=4[N:19]=[CH:20][C:15]3=[N:14][N:13]=2)[CH2:5][C:6](=[O:7])[CH2:11]1)[CH3:2]. The yield is 0.930.